This data is from Forward reaction prediction with 1.9M reactions from USPTO patents (1976-2016). The task is: Predict the product of the given reaction. (1) Given the reactants C(O[B:5]1[O:9][C:8]([CH3:11])([CH3:10])[C:7]([CH3:13])([CH3:12])[O:6]1)(C)C.Br[C:15]1[C:24]2[C:19](=[CH:20][CH:21]=[CH:22][CH:23]=2)[N:18]=[C:17]([CH3:25])[CH:16]=1.[Li]CCCC, predict the reaction product. The product is: [CH3:25][C:17]1[CH:16]=[C:15]([B:5]2[O:6][C:7]([CH3:12])([CH3:13])[C:8]([CH3:10])([CH3:11])[O:9]2)[C:24]2[C:19](=[CH:20][CH:21]=[CH:22][CH:23]=2)[N:18]=1. (2) Given the reactants C(OC([N:8]1[CH2:14][CH2:13][CH2:12][N:11]2[N:15]=[C:16]([C:18]([N:20]3[CH:25]4[CH2:26][CH2:27][CH2:28][CH:21]3[CH2:22][CH:23]([C:29]([OH:31])=[O:30])[CH2:24]4)=[O:19])[CH:17]=[C:10]2[CH2:9]1)=O)(C)(C)C.O=S(Cl)Cl.C([O-])(O)=O.[Na+].[CH3:41][CH2:42]O, predict the reaction product. The product is: [N:15]1[N:11]2[CH2:12][CH2:13][CH2:14][NH:8][CH2:9][C:10]2=[CH:17][C:16]=1[C:18]([N:20]1[CH:25]2[CH2:26][CH2:27][CH2:28][CH:21]1[CH2:22][CH:23]([C:29]([O:31][CH2:41][CH3:42])=[O:30])[CH2:24]2)=[O:19]. (3) Given the reactants CO[C:3](=[O:24])[CH2:4][CH2:5][C:6]([C:15]1[CH:20]=[C:19]([Br:21])[CH:18]=[CH:17][C:16]=1[O:22][CH3:23])([C:13]#[N:14])[CH2:7][CH2:8][C:9]([O:11][CH3:12])=[O:10].[H-].[Na+], predict the reaction product. The product is: [CH3:12][O:11][C:9]([CH:8]1[CH2:7][C:6]([C:15]2[CH:20]=[C:19]([Br:21])[CH:18]=[CH:17][C:16]=2[O:22][CH3:23])([C:13]#[N:14])[CH2:5][CH2:4][C:3]1=[O:24])=[O:10]. (4) Given the reactants [CH2:1]([C:8]1[S:12][C:11]([NH2:13])=[N:10][C:9]=1[C:14]1[CH:19]=[CH:18][C:17]([O:20][CH3:21])=[CH:16][CH:15]=1)[C:2]1[CH:7]=[CH:6][CH:5]=[CH:4][CH:3]=1.[CH3:22][O:23][C:24]1[CH:32]=[C:31]([O:33][CH3:34])[CH:30]=[CH:29][C:25]=1[C:26](Cl)=[O:27], predict the reaction product. The product is: [CH2:1]([C:8]1[S:12][C:11]([NH:13][C:26](=[O:27])[C:25]2[CH:29]=[CH:30][C:31]([O:33][CH3:34])=[CH:32][C:24]=2[O:23][CH3:22])=[N:10][C:9]=1[C:14]1[CH:15]=[CH:16][C:17]([O:20][CH3:21])=[CH:18][CH:19]=1)[C:2]1[CH:3]=[CH:4][CH:5]=[CH:6][CH:7]=1. (5) Given the reactants [CH3:1][NH:2][C:3]([C:5]1[CH:10]=[CH:9][C:8]([N:11]2[CH:20]=[C:19]3[C:13]([CH2:14][CH2:15][N:16](C(OC(C)(C)C)=O)[CH2:17][CH2:18]3)=[N:12]2)=[CH:7][CH:6]=1)=[O:4].FC(F)(F)C(O)=O, predict the reaction product. The product is: [CH3:1][NH:2][C:3](=[O:4])[C:5]1[CH:10]=[CH:9][C:8]([N:11]2[CH:20]=[C:19]3[C:13]([CH2:14][CH2:15][NH:16][CH2:17][CH2:18]3)=[N:12]2)=[CH:7][CH:6]=1. (6) The product is: [CH2:36]([Sn:18]([CH2:14][CH2:15][CH2:16][CH3:17])([CH2:32][CH2:33][CH2:34][CH3:35])[C:2]1[CH:7]=[C:6]([O:8][CH3:9])[C:5]([O:10][CH3:11])=[C:4]([O:12][CH3:13])[CH:3]=1)[CH2:37][CH2:38][CH3:39]. Given the reactants Br[C:2]1[CH:7]=[C:6]([O:8][CH3:9])[C:5]([O:10][CH3:11])=[C:4]([O:12][CH3:13])[CH:3]=1.[CH2:14]([Sn:18]([CH2:36][CH2:37][CH2:38][CH3:39])([CH2:32][CH2:33][CH2:34][CH3:35])[Sn:18]([CH2:32][CH2:33][CH2:34][CH3:35])([CH2:36][CH2:37][CH2:38][CH3:39])[CH2:14][CH2:15][CH2:16][CH3:17])[CH2:15][CH2:16][CH3:17], predict the reaction product. (7) Given the reactants Cl[C:2]1[N:7]=[C:6]([O:8][CH2:9][C:10]([F:13])([F:12])[F:11])[N:5]=[C:4]([NH:14][C:15]2[CH:27]=[CH:26][C:18]([C:19]([O:21][C:22]([CH3:25])([CH3:24])[CH3:23])=[O:20])=[CH:17][CH:16]=2)[N:3]=1.[NH2:28][CH2:29][C:30]1[CH:35]=[CH:34][C:33]([OH:36])=[CH:32][CH:31]=1, predict the reaction product. The product is: [OH:36][C:33]1[CH:34]=[CH:35][C:30]([CH2:29][NH:28][C:2]2[N:7]=[C:6]([O:8][CH2:9][C:10]([F:13])([F:12])[F:11])[N:5]=[C:4]([NH:14][C:15]3[CH:27]=[CH:26][C:18]([C:19]([O:21][C:22]([CH3:25])([CH3:24])[CH3:23])=[O:20])=[CH:17][CH:16]=3)[N:3]=2)=[CH:31][CH:32]=1.